This data is from Catalyst prediction with 721,799 reactions and 888 catalyst types from USPTO. The task is: Predict which catalyst facilitates the given reaction. Reactant: [CH2:1]([C:8]1[N:13]=[N:12][C:11]([N:14]2[CH2:19][CH2:18][C:17]([OH:38])([C:20]3[CH:25]=[CH:24][C:23]([C:26]([CH3:37])([O:28]COCC[Si](C)(C)C)[CH3:27])=[CH:22][N:21]=3)[CH2:16][CH2:15]2)=[C:10]([CH3:39])[C:9]=1[CH3:40])[C:2]1[CH:7]=[CH:6][CH:5]=[CH:4][CH:3]=1.C(O)(C(F)(F)F)=O. Product: [CH2:1]([C:8]1[N:13]=[N:12][C:11]([N:14]2[CH2:15][CH2:16][C:17]([OH:38])([C:20]3[CH:25]=[CH:24][C:23]([C:26]([OH:28])([CH3:37])[CH3:27])=[CH:22][N:21]=3)[CH2:18][CH2:19]2)=[C:10]([CH3:39])[C:9]=1[CH3:40])[C:2]1[CH:7]=[CH:6][CH:5]=[CH:4][CH:3]=1. The catalyst class is: 2.